Predict the reactants needed to synthesize the given product. From a dataset of Full USPTO retrosynthesis dataset with 1.9M reactions from patents (1976-2016). (1) Given the product [ClH:35].[O:1]1[C:5]2[CH:6]=[CH:7][C:8]([CH:10]3[CH2:15][CH2:14][NH:13][CH2:12][CH:11]3[O:23][CH2:24][C:25]3[CH:34]=[CH:33][C:32]4[C:27](=[CH:28][CH:29]=[CH:30][CH:31]=4)[CH:26]=3)=[CH:9][C:4]=2[O:3][CH2:2]1, predict the reactants needed to synthesize it. The reactants are: [O:1]1[C:5]2[CH:6]=[CH:7][C:8]([CH:10]3[CH2:15][CH2:14][N:13](C(OC(C)(C)C)=O)[CH2:12][CH:11]3[O:23][CH2:24][C:25]3[CH:34]=[CH:33][C:32]4[C:27](=[CH:28][CH:29]=[CH:30][CH:31]=4)[CH:26]=3)=[CH:9][C:4]=2[O:3][CH2:2]1.[ClH:35]. (2) The reactants are: [ClH:1].[CH2:2]([N:5]([CH2:15][CH2:16][CH3:17])[C:6]1[CH:7]=[C:8]([CH:12]=[CH:13][N:14]=1)[C:9]([OH:11])=O)[CH2:3][CH3:4].C1C=CC2N(O)N=NC=2C=1.CN(C(ON1N=NC2C=CC=NC1=2)=[N+](C)C)C.F[P-](F)(F)(F)(F)F.[NH2:52][C@@H:53]([CH2:67][C:68]1[CH:73]=[C:72]([F:74])[CH:71]=[C:70]([F:75])[CH:69]=1)[C@H:54]([OH:66])[CH2:55][NH:56][CH2:57][C:58]1[CH:63]=[CH:62][CH:61]=[C:60]([CH2:64][CH3:65])[CH:59]=1. Given the product [ClH:1].[F:74][C:72]1[CH:73]=[C:68]([CH:69]=[C:70]([F:75])[CH:71]=1)[CH2:67][C@H:53]([NH:52][C:9](=[O:11])[C:8]1[CH:12]=[CH:13][N:14]=[C:6]([N:5]([CH2:2][CH2:3][CH3:4])[CH2:15][CH2:16][CH3:17])[CH:7]=1)[C@H:54]([OH:66])[CH2:55][NH:56][CH2:57][C:58]1[CH:63]=[CH:62][CH:61]=[C:60]([CH2:64][CH3:65])[CH:59]=1, predict the reactants needed to synthesize it. (3) Given the product [CH3:14][C:11]([C:9]1[N:10]=[C:5]2[CH:4]=[CH:3][C:2]([C:23]#[C:22][C:16]3[CH:21]=[CH:20][CH:19]=[CH:18][CH:17]=3)=[CH:7][N:6]2[N:8]=1)([CH3:15])[CH2:12][OH:13], predict the reactants needed to synthesize it. The reactants are: I[C:2]1[CH:3]=[CH:4][C:5]2[N:6]([N:8]=[C:9]([C:11]([CH3:15])([CH3:14])[CH2:12][OH:13])[N:10]=2)[CH:7]=1.[C:16]1([C:22]#[CH:23])[CH:21]=[CH:20][CH:19]=[CH:18][CH:17]=1. (4) Given the product [Br:1][C:2]1[S:13][C:5]2=[N:6][CH:7]=[C:8]([C:11]#[N:12])[C:9]([Cl:21])=[C:4]2[CH:3]=1, predict the reactants needed to synthesize it. The reactants are: [Br:1][C:2]1[S:13][C:5]2=[N:6][CH:7]=[C:8]([C:11]#[N:12])[C:9](O)=[C:4]2[CH:3]=1.C(=O)(O)[O-].[Na+].P(Cl)(Cl)([Cl:21])=O. (5) Given the product [Cl:9][C:10]1[CH:15]=[CH:14][CH:13]=[C:12]([F:16])[C:11]=1[O:6][CH3:3], predict the reactants needed to synthesize it. The reactants are: CI.[C:3](=[O:6])([O-])[O-].[K+].[K+].[Cl:9][C:10]1[CH:15]=[CH:14][CH:13]=[C:12]([F:16])[C:11]=1O.